From a dataset of Reaction yield outcomes from USPTO patents with 853,638 reactions. Predict the reaction yield, written as a fraction of the theoretical maximum amount of product (1.0 means a 100% yield; for example, 0.34 means a 34% yield). (1) The reactants are [F:1][C:2]1[CH:7]=[CH:6][C:5]([C:8]2[C:20]([CH:21]=[O:22])=[C:11]3[CH:12]=[CH:13][C:14]([C:16]([F:19])([F:18])[F:17])=[CH:15][N:10]3[N:9]=2)=[CH:4][CH:3]=1.[C:23]([Mg]Br)#[CH:24].O.Cl. The catalyst is O1CCCC1. The product is [F:1][C:2]1[CH:3]=[CH:4][C:5]([C:8]2[C:20]([CH:21]([OH:22])[C:23]#[CH:24])=[C:11]3[CH:12]=[CH:13][C:14]([C:16]([F:19])([F:18])[F:17])=[CH:15][N:10]3[N:9]=2)=[CH:6][CH:7]=1. The yield is 0.960. (2) The reactants are C1C=C(Cl)C=C(C(OO)=[O:9])C=1.[CH2:12]=[C:13]1[CH2:19][N:18]([C:20]2[N:21]([CH3:28])[N:22]=[CH:23][C:24]=2[N+:25]([O-:27])=[O:26])[CH2:17][CH2:16][C@H:15]([NH:29][C:30](=[O:36])[O:31][C:32]([CH3:35])([CH3:34])[CH3:33])[CH2:14]1. The catalyst is C(Cl)Cl. The product is [CH3:28][N:21]1[C:20]([N:18]2[CH2:19][C:13]3([CH2:12][O:9]3)[CH2:14][C@@H:15]([NH:29][C:30](=[O:36])[O:31][C:32]([CH3:33])([CH3:35])[CH3:34])[CH2:16][CH2:17]2)=[C:24]([N+:25]([O-:27])=[O:26])[CH:23]=[N:22]1. The yield is 0.860. (3) The product is [CH2:31]([N:11]1[C:12]2[C:17](=[CH:16][C:15]([C:19]([N:21]3[CH2:22][CH2:23][N:24]([CH:27]([CH3:28])[CH3:29])[CH2:25][CH2:26]3)=[O:20])=[CH:14][CH:13]=2)[CH:18]=[C:10]1[C:8]([N:5]1[CH2:6][CH2:7][C:2]([F:1])([F:30])[CH2:3][CH2:4]1)=[O:9])[C:32]1[CH:37]=[CH:36][CH:35]=[CH:34][CH:33]=1. The reactants are [F:1][C:2]1([F:30])[CH2:7][CH2:6][N:5]([C:8]([C:10]2[NH:11][C:12]3[C:17]([CH:18]=2)=[CH:16][C:15]([C:19]([N:21]2[CH2:26][CH2:25][N:24]([CH:27]([CH3:29])[CH3:28])[CH2:23][CH2:22]2)=[O:20])=[CH:14][CH:13]=3)=[O:9])[CH2:4][CH2:3]1.[CH2:31](O)[C:32]1[CH:37]=[CH:36][CH:35]=[CH:34][CH:33]=1.C1(P(=CC#N)(C2C=CC=CC=2)C2C=CC=CC=2)C=CC=CC=1. The yield is 0.630. The catalyst is C1(C)C=CC=CC=1. (4) The reactants are [F:1][C:2]1[CH:9]=[CH:8][C:7](F)=[CH:6][C:3]=1[CH:4]=[O:5].[S-2].[Li+].[Li+].[OH2:14].[CH3:15]S(C)=O. No catalyst specified. The product is [F:1][C:2]1[CH:9]=[CH:8][CH:7]=[C:6]([CH:15]=[O:14])[C:3]=1[CH:4]=[O:5]. The yield is 0.590. (5) The reactants are [CH3:1][NH2:2].[I:3][C:4]1[C:12]2[C:7](=[CH:8][CH:9]=[C:10]([C:13]3[N:17]=[C:16](C(Cl)(Cl)Cl)[O:15][N:14]=3)[CH:11]=2)[N:6]([S:22]([C:25]2[CH:31]=[CH:30][C:28]([CH3:29])=[CH:27][CH:26]=2)(=[O:24])=[O:23])[CH:5]=1. The catalyst is O. The product is [I:3][C:4]1[C:12]2[C:7](=[CH:8][CH:9]=[C:10]([C:13]3[N:17]=[C:16]([NH:2][CH3:1])[O:15][N:14]=3)[CH:11]=2)[N:6]([S:22]([C:25]2[CH:31]=[CH:30][C:28]([CH3:29])=[CH:27][CH:26]=2)(=[O:23])=[O:24])[CH:5]=1. The yield is 0.943.